From a dataset of Orexin1 receptor HTS with 218,158 compounds and 233 confirmed actives. Binary Classification. Given a drug SMILES string, predict its activity (active/inactive) in a high-throughput screening assay against a specified biological target. The compound is S(c1nc(c(nn1)C)/C=C\Nc1ccc(F)cc1)C. The result is 0 (inactive).